This data is from Retrosynthesis with 50K atom-mapped reactions and 10 reaction types from USPTO. The task is: Predict the reactants needed to synthesize the given product. (1) Given the product Cc1cccc(C(=O)N[C@@H](CC(C)C)C(=O)NCCO)c1, predict the reactants needed to synthesize it. The reactants are: Cc1cccc(C(=O)N[C@@H](CC(C)C)C(=O)O)c1.NCCO. (2) The reactants are: Clc1ccc(-n2cnc(Br)c2)cc1.OB(O)c1ccco1. Given the product Clc1ccc(-n2cnc(-c3ccco3)c2)cc1, predict the reactants needed to synthesize it. (3) Given the product CN(Cc1ccc(-c2cc(C(F)(F)F)n(C)n2)s1)CC(O)c1ccccc1, predict the reactants needed to synthesize it. The reactants are: CNCC(O)c1ccccc1.Cn1nc(-c2ccc(C=O)s2)cc1C(F)(F)F.